The task is: Predict the reactants needed to synthesize the given product.. This data is from Full USPTO retrosynthesis dataset with 1.9M reactions from patents (1976-2016). (1) Given the product [F:1][C:2]([F:15])([F:16])[C:3]([NH:5][CH2:6][CH2:7][CH2:8][CH2:9][CH2:10][C:11]([OH:13])=[O:12])=[O:4], predict the reactants needed to synthesize it. The reactants are: [F:1][C:2]([F:16])([F:15])[C:3]([NH:5][CH2:6][CH2:7][CH2:8][CH2:9][CH2:10][C:11]([O:13]C)=[O:12])=[O:4].C(Cl)(Cl)Cl.CC(C)=O. (2) Given the product [Cl:11][C:8]1[CH:9]=[C:10]2[C:5](=[CH:6][CH:7]=1)[NH:4][C:3](=[O:12])[C:2]2([NH:28][C@@H:29]([CH2:35][C:36]([N:38]([CH3:39])[CH3:40])=[O:37])[C:30]([N:32]([CH3:33])[CH3:34])=[O:31])[C:13]1[CH:18]=[CH:17][CH:16]=[CH:15][C:14]=1[O:19][CH3:20], predict the reactants needed to synthesize it. The reactants are: Cl[C:2]1([C:13]2[CH:18]=[CH:17][CH:16]=[CH:15][C:14]=2[O:19][CH3:20])[C:10]2[C:5](=[CH:6][CH:7]=[C:8]([Cl:11])[CH:9]=2)[NH:4][C:3]1=[O:12].FC(F)(F)C(O)=O.[NH2:28][C@@H:29]([CH2:35][C:36]([N:38]([CH3:40])[CH3:39])=[O:37])[C:30]([N:32]([CH3:34])[CH3:33])=[O:31]. (3) Given the product [CH:2]([C:3]1[CH:4]=[C:5]([CH:10]=[C:11]([N:13]([CH3:18])[S:14]([CH3:17])(=[O:15])=[O:16])[CH:12]=1)[C:6]([O:8][CH3:9])=[O:7])=[O:1], predict the reactants needed to synthesize it. The reactants are: [OH:1][CH2:2][C:3]1[CH:4]=[C:5]([CH:10]=[C:11]([N:13]([CH3:18])[S:14]([CH3:17])(=[O:16])=[O:15])[CH:12]=1)[C:6]([O:8][CH3:9])=[O:7]. (4) The reactants are: [Cl:1][C:2]1[CH:3]=[C:4]([N:9]([CH2:33][C:34]2[CH:39]=[CH:38][C:37]([O:40][CH3:41])=[C:36]([O:42][CH3:43])[CH:35]=2)[C:10]2[C:19]3[C:14](=[CH:15][C:16]([O:23][CH2:24][CH2:25][CH2:26][N:27]4[CH2:32][CH2:31][O:30][CH2:29][CH2:28]4)=[C:17]([N+:20]([O-])=O)[CH:18]=3)[N:13]=[CH:12][N:11]=2)[CH:5]=[CH:6][C:7]=1[F:8].[H][H]. Given the product [Cl:1][C:2]1[CH:3]=[C:4]([N:9]([CH2:33][C:34]2[CH:39]=[CH:38][C:37]([O:40][CH3:41])=[C:36]([O:42][CH3:43])[CH:35]=2)[C:10]2[C:19]3[C:14](=[CH:15][C:16]([O:23][CH2:24][CH2:25][CH2:26][N:27]4[CH2:32][CH2:31][O:30][CH2:29][CH2:28]4)=[C:17]([NH2:20])[CH:18]=3)[N:13]=[CH:12][N:11]=2)[CH:5]=[CH:6][C:7]=1[F:8], predict the reactants needed to synthesize it. (5) Given the product [Cl:3][C:4]1[CH:5]=[C:6]2[C:10](=[CH:11][CH:12]=1)[N:9]([CH2:13][CH:14]([CH3:16])[CH3:15])[CH:8]=[CH:7]2, predict the reactants needed to synthesize it. The reactants are: [H-].[Na+].[Cl:3][C:4]1[CH:5]=[C:6]2[C:10](=[CH:11][CH:12]=1)[NH:9][CH:8]=[CH:7]2.[CH2:13](Br)[CH:14]([CH3:16])[CH3:15].